Task: Predict the reaction yield, written as a fraction of the theoretical maximum amount of product (1.0 means a 100% yield; for example, 0.34 means a 34% yield).. Dataset: Reaction yield outcomes from USPTO patents with 853,638 reactions (1) The reactants are [Cl:1][C:2]1[CH:26]=[CH:25][C:5]([O:6][CH:7]2[CH2:12][CH2:11][N:10]([C:13]([C:15]3[CH:16]=[C:17]([CH:22]=[CH:23][CH:24]=3)[C:18]([O:20]C)=[O:19])=[O:14])[CH2:9][CH2:8]2)=[CH:4][CH:3]=1.[OH-].[Na+].O1CCCC1.Cl. The catalyst is CO. The product is [Cl:1][C:2]1[CH:26]=[CH:25][C:5]([O:6][CH:7]2[CH2:12][CH2:11][N:10]([C:13]([C:15]3[CH:16]=[C:17]([CH:22]=[CH:23][CH:24]=3)[C:18]([OH:20])=[O:19])=[O:14])[CH2:9][CH2:8]2)=[CH:4][CH:3]=1. The yield is 0.930. (2) The reactants are [F:1][C:2]([F:24])([F:23])[C:3]1[CH:4]=[C:5]([C:13]2[N:17]=[CH:16][N:15](/[CH:18]=[CH:19]\[C:20](O)=[O:21])[N:14]=2)[CH:6]=[C:7]([C:9]([F:12])([F:11])[F:10])[CH:8]=1.[NH2:25][CH:26]1[CH:31]2[CH:27]1[CH2:28][N:29]([C:32]([O:34][C:35]([CH3:38])([CH3:37])[CH3:36])=[O:33])[CH2:30]2.C(P1(=O)OP(CCC)(=O)OP(CCC)(=O)O1)CC.CCN(C(C)C)C(C)C. The catalyst is C(Cl)Cl.O. The product is [F:24][C:2]([F:1])([F:23])[C:3]1[CH:4]=[C:5]([C:13]2[N:17]=[CH:16][N:15](/[CH:18]=[CH:19]\[C:20]([NH:25][CH:26]3[CH:31]4[CH:27]3[CH2:28][N:29]([C:32]([O:34][C:35]([CH3:38])([CH3:37])[CH3:36])=[O:33])[CH2:30]4)=[O:21])[N:14]=2)[CH:6]=[C:7]([C:9]([F:10])([F:11])[F:12])[CH:8]=1. The yield is 0.661. (3) The reactants are Br.[NH2:2][C:3]1[C:4]([OH:17])=[C:5]([C:9]2[S:13][C:12]([C:14]([OH:16])=[O:15])=[CH:11][CH:10]=2)[CH:6]=[CH:7][CH:8]=1.[N:18]([O-])=O.[Na+].[CH3:22][C:23]1[CH2:24][C:25](=[O:38])[N:26]([C:28]2[CH:29]=[C:30]3[C:34](=[CH:35][CH:36]=2)[CH2:33][CH2:32][CH:31]3[CH3:37])[N:27]=1.C(=O)(O)[O-].[Na+]. The catalyst is Cl. The product is [OH:17][C:4]1[C:3]([NH:2][N:18]=[C:24]2[C:25](=[O:38])[N:26]([C:28]3[CH:29]=[C:30]4[C:34](=[CH:35][CH:36]=3)[CH2:33][CH2:32][CH:31]4[CH3:37])[N:27]=[C:23]2[CH3:22])=[CH:8][CH:7]=[CH:6][C:5]=1[C:9]1[S:13][C:12]([C:14]([OH:16])=[O:15])=[CH:11][CH:10]=1. The yield is 0.190.